This data is from Forward reaction prediction with 1.9M reactions from USPTO patents (1976-2016). The task is: Predict the product of the given reaction. (1) Given the reactants C([N:4]1[C:12]2[C:7](=[CH:8][C:9]([C:13]3[NH:14][C:15]4[N:16]([N:20]=[C:21]([NH:29][C:30](=[O:32])[CH3:31])[C:22]=4[C:23]4[CH:28]=[CH:27][CH:26]=[CH:25][N:24]=4)[C:17](=[O:19])[CH:18]=3)=[CH:10][CH:11]=2)[CH:6]=[N:5]1)(=O)C.C(=O)([O-])[O-].[K+].[K+], predict the reaction product. The product is: [NH:4]1[C:12]2[C:7](=[CH:8][C:9]([C:13]3[NH:14][C:15]4[N:16]([N:20]=[C:21]([NH:29][C:30](=[O:32])[CH3:31])[C:22]=4[C:23]4[CH:28]=[CH:27][CH:26]=[CH:25][N:24]=4)[C:17](=[O:19])[CH:18]=3)=[CH:10][CH:11]=2)[CH:6]=[N:5]1. (2) The product is: [Cl:1][C:2]1[CH:3]=[C:4]([C:7]2[O:9][N:10]=[C:11]([CH:13]3[CH2:19][CH2:18][CH2:17][N:16]([C:20]4[CH:25]=[CH:24][C:23]([F:26])=[CH:22][CH:21]=4)[C:15](=[O:27])[CH2:14]3)[N:12]=2)[NH:5][CH:6]=1. Given the reactants [Cl:1][C:2]1[CH:3]=[C:4]([C:7]([O:9][N:10]=[C:11]([CH:13]2[CH2:19][CH2:18][CH2:17][N:16]([C:20]3[CH:25]=[CH:24][C:23]([F:26])=[CH:22][CH:21]=3)[C:15](=[O:27])[CH2:14]2)[NH2:12])=O)[NH:5][CH:6]=1.CCCC[N+](CCCC)(CCCC)CCCC.[F-], predict the reaction product. (3) Given the reactants [Br:1][C:2]1[C:3]([O:11][CH:12]([CH3:20])[C:13]([O:15]C(C)(C)C)=[O:14])=[C:4]([C:7]([O:9][CH3:10])=[O:8])[S:5][CH:6]=1.FC(F)(F)C(O)=O, predict the reaction product. The product is: [Br:1][C:2]1[C:3]([O:11][CH:12]([CH3:20])[C:13]([OH:15])=[O:14])=[C:4]([C:7]([O:9][CH3:10])=[O:8])[S:5][CH:6]=1. (4) Given the reactants [F:1][C:2]1[CH:8]=[C:7]([O:9][C:10]2[C:19]3[C:14](=[CH:15][C:16]([O:22][CH2:23][CH2:24][CH2:25][N:26]4[CH2:31][CH2:30][O:29][CH2:28][CH2:27]4)=[C:17]([O:20][CH3:21])[CH:18]=3)[N:13]=[CH:12][CH:11]=2)[CH:6]=[CH:5][C:3]=1[NH2:4].C(N(CC)CC)C.ClC(Cl)(O[C:43](=[O:49])OC(Cl)(Cl)Cl)Cl.[F:51][C:52]1[CH:57]=[C:56]([F:58])[CH:55]=[CH:54][C:53]=1[CH:59]([NH2:61])[CH3:60], predict the reaction product. The product is: [F:51][C:52]1[CH:57]=[C:56]([F:58])[CH:55]=[CH:54][C:53]=1[CH:59]([NH:61][C:43]([NH:4][C:3]1[CH:5]=[CH:6][C:7]([O:9][C:10]2[C:19]3[C:14](=[CH:15][C:16]([O:22][CH2:23][CH2:24][CH2:25][N:26]4[CH2:27][CH2:28][O:29][CH2:30][CH2:31]4)=[C:17]([O:20][CH3:21])[CH:18]=3)[N:13]=[CH:12][CH:11]=2)=[CH:8][C:2]=1[F:1])=[O:49])[CH3:60]. (5) Given the reactants [C:1]([O:5][C@@H:6]([C:10]1[C:19]([CH:20]=[CH2:21])=[CH:18][C:17]2[C:12](=[CH:13][CH:14]=[CH:15][CH:16]=2)[C:11]=1[C:22]1[CH:27]=[CH:26][C:25]([Cl:28])=[CH:24][CH:23]=1)[C:7]([OH:9])=[O:8])([CH3:4])([CH3:3])[CH3:2], predict the reaction product. The product is: [C:1]([O:5][C@@H:6]([C:10]1[C:19]([CH2:20][CH3:21])=[CH:18][C:17]2[C:12](=[CH:13][CH:14]=[CH:15][CH:16]=2)[C:11]=1[C:22]1[CH:27]=[CH:26][C:25]([Cl:28])=[CH:24][CH:23]=1)[C:7]([OH:9])=[O:8])([CH3:2])([CH3:3])[CH3:4]. (6) Given the reactants [CH3:1][N:2]1[C:10]([C:11]2[CH:16]=[CH:15][CH:14]=[CH:13][N:12]=2)=[C:9]2[C:4]([CH2:5][N:6]([C:17]([O:19]C(C)(C)C)=O)[CH2:7][CH2:8]2)=[N:3]1.Cl.O1CCOCC1.[Cl:31][C:32]1[C:40]([C:41]([F:44])([F:43])[F:42])=[CH:39][CH:38]=[CH:37][C:33]=1C(O)=O.F[P-](F)(F)(F)(F)F.N1(O[P+](N(C)C)(N(C)C)N(C)C)C2C=CC=CC=2N=N1.C(N(CC)CC)C, predict the reaction product. The product is: [Cl:31][C:32]1[C:40]([C:41]([F:42])([F:43])[F:44])=[CH:39][CH:38]=[CH:37][C:33]=1[C:17]([N:6]1[CH2:7][CH2:8][C:9]2=[C:10]([C:11]3[CH:16]=[CH:15][CH:14]=[CH:13][N:12]=3)[N:2]([CH3:1])[N:3]=[C:4]2[CH2:5]1)=[O:19]. (7) Given the reactants [NH2:1][CH2:2][CH2:3][O:4][C:5]1[CH:44]=[CH:43][C:8]([CH2:9][C@H:10]([NH:31][C:32](=[O:42])[O:33][C@@H:34]2[C@H:41]3[C@H:37]([O:38][CH2:39][CH2:40]3)[O:36][CH2:35]2)[C@H:11]([OH:30])[CH2:12][N:13]([S:18]([C:21]2[CH:29]=[CH:28][C:24]3[O:25][CH2:26][O:27][C:23]=3[CH:22]=2)(=[O:20])=[O:19])[CH2:14][CH:15]([CH3:17])[CH3:16])=[CH:7][CH:6]=1.C(N(CC)C(C)C)(C)C.[C:54](Cl)(=[O:56])[CH3:55], predict the reaction product. The product is: [C:54]([NH:1][CH2:2][CH2:3][O:4][C:5]1[CH:44]=[CH:43][C:8]([CH2:9][C@H:10]([NH:31][C:32](=[O:42])[O:33][C@@H:34]2[C@H:41]3[C@H:37]([O:38][CH2:39][CH2:40]3)[O:36][CH2:35]2)[C@H:11]([OH:30])[CH2:12][N:13]([S:18]([C:21]2[CH:29]=[CH:28][C:24]3[O:25][CH2:26][O:27][C:23]=3[CH:22]=2)(=[O:19])=[O:20])[CH2:14][CH:15]([CH3:17])[CH3:16])=[CH:7][CH:6]=1)(=[O:56])[CH3:55]. (8) Given the reactants Cl[C:2]1[C:11]2[C:6](=[CH:7][CH:8]=[CH:9][CH:10]=2)[C:5]([Cl:12])=[N:4][N:3]=1.[CH2:13]([N:20]1[CH2:25][CH2:24][NH:23][CH2:22][C:21]1=[O:26])[C:14]1[CH:19]=[CH:18][CH:17]=[CH:16][CH:15]=1.C(=O)([O-])[O-].[K+].[K+].CN1CCCC1=O, predict the reaction product. The product is: [CH2:13]([N:20]1[CH2:25][CH2:24][N:23]([C:2]2[C:11]3[C:6](=[CH:7][CH:8]=[CH:9][CH:10]=3)[C:5]([Cl:12])=[N:4][N:3]=2)[CH2:22][C:21]1=[O:26])[C:14]1[CH:15]=[CH:16][CH:17]=[CH:18][CH:19]=1.